Dataset: Reaction yield outcomes from USPTO patents with 853,638 reactions. Task: Predict the reaction yield, written as a fraction of the theoretical maximum amount of product (1.0 means a 100% yield; for example, 0.34 means a 34% yield). (1) The reactants are [Cl:1][C:2]1[CH:8]=[C:7]([O:9][C:10]2[C:19]3[C:14](=[CH:15][C:16]([O:22][CH3:23])=[C:17]([O:20][CH3:21])[CH:18]=3)[N:13]=[CH:12][N:11]=2)[CH:6]=[CH:5][C:3]=1[NH2:4].Cl[C:25](Cl)([O:27]C(=O)OC(Cl)(Cl)Cl)Cl.[CH3:36][CH2:37][CH:38]([OH:41])[CH2:39][CH3:40].C(=O)(O)[O-].[Na+]. The catalyst is C(Cl)Cl.C(N(CC)CC)C.C1(C)C=CC=CC=1. The product is [Cl:1][C:2]1[CH:8]=[C:7]([O:9][C:10]2[C:19]3[C:14](=[CH:15][C:16]([O:22][CH3:23])=[C:17]([O:20][CH3:21])[CH:18]=3)[N:13]=[CH:12][N:11]=2)[CH:6]=[CH:5][C:3]=1[NH:4][C:25](=[O:27])[O:41][CH:38]([CH2:39][CH3:40])[CH2:37][CH3:36]. The yield is 0.630. (2) The reactants are [C:1]([C:5]1[CH:6]=[C:7]2[C:11](=[CH:12][CH:13]=1)[C@H:10]([NH:14][C:15]([NH:17][C:18]1[CH:26]=[CH:25][CH:24]=[C:23]3[C:19]=1[CH:20]=[N:21][N:22]3[C:27]([O:29][CH2:30][CH2:31][NH:32]C(OCC1C=CC=CC=1)=O)=[O:28])=[O:16])[CH2:9][CH2:8]2)([CH3:4])([CH3:3])[CH3:2].[ClH:43].[H][H]. The catalyst is CO.[Pd]. The product is [ClH:43].[C:1]([C:5]1[CH:6]=[C:7]2[C:11](=[CH:12][CH:13]=1)[C@H:10]([NH:14][C:15]([NH:17][C:18]1[CH:26]=[CH:25][CH:24]=[C:23]3[C:19]=1[CH:20]=[N:21][N:22]3[C:27]([O:29][CH2:30][CH2:31][NH2:32])=[O:28])=[O:16])[CH2:9][CH2:8]2)([CH3:4])([CH3:2])[CH3:3]. The yield is 1.00.